Dataset: NCI-60 drug combinations with 297,098 pairs across 59 cell lines. Task: Regression. Given two drug SMILES strings and cell line genomic features, predict the synergy score measuring deviation from expected non-interaction effect. (1) Drug 1: CC1=C(C(=CC=C1)Cl)NC(=O)C2=CN=C(S2)NC3=CC(=NC(=N3)C)N4CCN(CC4)CCO. Drug 2: CCN(CC)CCNC(=O)C1=C(NC(=C1C)C=C2C3=C(C=CC(=C3)F)NC2=O)C. Cell line: A549. Synergy scores: CSS=13.5, Synergy_ZIP=-1.71, Synergy_Bliss=3.82, Synergy_Loewe=-4.60, Synergy_HSA=4.26. (2) Drug 1: CNC(=O)C1=CC=CC=C1SC2=CC3=C(C=C2)C(=NN3)C=CC4=CC=CC=N4. Drug 2: C1CN(CCN1C(=O)CCBr)C(=O)CCBr. Cell line: HL-60(TB). Synergy scores: CSS=41.8, Synergy_ZIP=-1.85, Synergy_Bliss=-6.87, Synergy_Loewe=-10.2, Synergy_HSA=-5.99. (3) Drug 1: CC(C)CN1C=NC2=C1C3=CC=CC=C3N=C2N. Drug 2: C(CCl)NC(=O)N(CCCl)N=O. Cell line: SN12C. Synergy scores: CSS=9.48, Synergy_ZIP=2.18, Synergy_Bliss=9.31, Synergy_Loewe=7.73, Synergy_HSA=8.40. (4) Drug 1: CC1=C2C(C(=O)C3(C(CC4C(C3C(C(C2(C)C)(CC1OC(=O)C(C(C5=CC=CC=C5)NC(=O)OC(C)(C)C)O)O)OC(=O)C6=CC=CC=C6)(CO4)OC(=O)C)OC)C)OC. Drug 2: CN1C2=C(C=C(C=C2)N(CCCl)CCCl)N=C1CCCC(=O)O.Cl. Cell line: MALME-3M. Synergy scores: CSS=19.7, Synergy_ZIP=-6.33, Synergy_Bliss=-6.87, Synergy_Loewe=-13.3, Synergy_HSA=-5.31. (5) Drug 1: C1=CC(=C2C(=C1NCCNCCO)C(=O)C3=C(C=CC(=C3C2=O)O)O)NCCNCCO. Drug 2: C(CC(=O)O)C(=O)CN.Cl. Cell line: HOP-92. Synergy scores: CSS=33.0, Synergy_ZIP=-4.06, Synergy_Bliss=-5.12, Synergy_Loewe=-3.41, Synergy_HSA=-2.05. (6) Drug 1: CC1C(C(CC(O1)OC2CC(CC3=C2C(=C4C(=C3O)C(=O)C5=C(C4=O)C(=CC=C5)OC)O)(C(=O)CO)O)N)O.Cl. Drug 2: CCCCC(=O)OCC(=O)C1(CC(C2=C(C1)C(=C3C(=C2O)C(=O)C4=C(C3=O)C=CC=C4OC)O)OC5CC(C(C(O5)C)O)NC(=O)C(F)(F)F)O. Cell line: KM12. Synergy scores: CSS=76.8, Synergy_ZIP=3.20, Synergy_Bliss=2.57, Synergy_Loewe=2.23, Synergy_HSA=5.15. (7) Drug 1: CCC1=CC2CC(C3=C(CN(C2)C1)C4=CC=CC=C4N3)(C5=C(C=C6C(=C5)C78CCN9C7C(C=CC9)(C(C(C8N6C)(C(=O)OC)O)OC(=O)C)CC)OC)C(=O)OC.C(C(C(=O)O)O)(C(=O)O)O. Drug 2: CNC(=O)C1=NC=CC(=C1)OC2=CC=C(C=C2)NC(=O)NC3=CC(=C(C=C3)Cl)C(F)(F)F. Cell line: CAKI-1. Synergy scores: CSS=55.7, Synergy_ZIP=-10.1, Synergy_Bliss=-9.48, Synergy_Loewe=-4.96, Synergy_HSA=-5.40.